This data is from Full USPTO retrosynthesis dataset with 1.9M reactions from patents (1976-2016). The task is: Predict the reactants needed to synthesize the given product. (1) The reactants are: Br[C:2]1[CH:15]=[N:14][C:5]2[NH:6][C:7](=[O:13])[C:8]([CH3:12])([CH3:11])[NH:9][CH2:10][C:4]=2[CH:3]=1.[CH3:16][O:17][C:18]1[C:19]([O:31][CH2:32][CH2:33][CH3:34])=[C:20]([CH:28]=[CH:29][CH:30]=1)[CH2:21][N:22]([CH3:27])[C:23](=[O:26])[CH:24]=[CH2:25].C(N(C(C)C)C(C)C)C.CC1C=CC=CC=1P(C1C=CC=CC=1C)C1C=CC=CC=1C. Given the product [CH3:11][C:8]1([CH3:12])[C:7](=[O:13])[NH:6][C:5]2[N:14]=[CH:15][C:2](/[CH:25]=[CH:24]/[C:23]([N:22]([CH2:21][C:20]3[CH:28]=[CH:29][CH:30]=[C:18]([O:17][CH3:16])[C:19]=3[O:31][CH2:32][CH2:33][CH3:34])[CH3:27])=[O:26])=[CH:3][C:4]=2[CH2:10][NH:9]1, predict the reactants needed to synthesize it. (2) The reactants are: [CH2:1]([C@H:3]1[C@@H:7]([C:8]2[N:12]3[C:13]4[CH:19]=[CH:18][N:17]([S:20]([C:23]5[CH:29]=[CH:28][C:26]([CH3:27])=[CH:25][CH:24]=5)(=[O:22])=[O:21])[C:14]=4[N:15]=[CH:16][C:11]3=[N:10][N:9]=2)[CH2:6][C@@H:5]([NH:30][C:31]2[C:32](=[O:38])[C:33](=[O:37])[C:34]=2OC)[CH2:4]1)[CH3:2].Cl.[F:40][C:41]([F:46])([F:45])[CH2:42][CH2:43][NH2:44].CCN(C(C)C)C(C)C. Given the product [CH2:1]([C@H:3]1[C@@H:7]([C:8]2[N:12]3[C:13]4[CH:19]=[CH:18][N:17]([S:20]([C:23]5[CH:24]=[CH:25][C:26]([CH3:27])=[CH:28][CH:29]=5)(=[O:21])=[O:22])[C:14]=4[N:15]=[CH:16][C:11]3=[N:10][N:9]=2)[CH2:6][C@@H:5]([NH:30][C:31]2[C:32](=[O:38])[C:33](=[O:37])[C:34]=2[NH:44][CH2:43][CH2:42][C:41]([F:46])([F:45])[F:40])[CH2:4]1)[CH3:2], predict the reactants needed to synthesize it. (3) Given the product [Br:1][C:2]1[CH:7]=[C:6]([NH:8][C:9]([CH3:12])([CH3:13])[CH2:10][O:11][Si:17]([C:20]([CH3:23])([CH3:22])[CH3:21])([CH3:19])[CH3:18])[C:5]([N+:14]([O-:16])=[O:15])=[CH:4][N:3]=1, predict the reactants needed to synthesize it. The reactants are: [Br:1][C:2]1[CH:7]=[C:6]([NH:8][C:9]([CH3:13])([CH3:12])[CH2:10][OH:11])[C:5]([N+:14]([O-:16])=[O:15])=[CH:4][N:3]=1.[Si:17](Cl)([C:20]([CH3:23])([CH3:22])[CH3:21])([CH3:19])[CH3:18].N1C=CN=C1. (4) Given the product [Br:1][C:2]1[CH:3]=[CH:4][C:5]([CH2:6][O:7][C:8]2[CH:13]=[CH:12][C:11]([C@@H:14]3[CH2:16][C@H:15]3[NH2:17])=[CH:10][CH:9]=2)=[CH:25][CH:26]=1, predict the reactants needed to synthesize it. The reactants are: [Br:1][C:2]1[CH:26]=[CH:25][C:5]([CH2:6][O:7][C:8]2[CH:13]=[CH:12][C:11]([C@@H:14]3[CH2:16][C@H:15]3[NH:17]C(=O)OC(C)(C)C)=[CH:10][CH:9]=2)=[CH:4][CH:3]=1.Cl.C([O-])([O-])=O.[Na+].[Na+]. (5) Given the product [S:1]1[CH:5]=[N:4][N:3]=[C:2]1[C:6]1[CH:11]=[CH:10][CH:9]=[CH:8][C:7]=1[NH:12][C:13]([C:15]1[CH:20]=[C:19]([N:21]([CH2:22][CH2:23][N:24]([CH3:26])[CH3:25])[CH3:33])[N:18]=[C:17]([C:27]2[CH:32]=[CH:31][CH:30]=[CH:29][CH:28]=2)[N:16]=1)=[O:14], predict the reactants needed to synthesize it. The reactants are: [S:1]1[CH:5]=[N:4][N:3]=[C:2]1[C:6]1[CH:11]=[CH:10][CH:9]=[CH:8][C:7]=1[NH:12][C:13]([C:15]1[CH:20]=[C:19]([NH:21][CH2:22][CH2:23][N:24]([CH3:26])[CH3:25])[N:18]=[C:17]([C:27]2[CH:32]=[CH:31][CH:30]=[CH:29][CH:28]=2)[N:16]=1)=[O:14].[CH3:33]N(C)CCN. (6) Given the product [F:11][C:10]([F:13])([F:12])[C:9]1[C:2]2[S:16][C:17]([C:18]([O:20][CH3:21])=[O:19])=[CH:4][C:3]=2[CH:6]=[CH:7][CH:8]=1, predict the reactants needed to synthesize it. The reactants are: F[C:2]1[C:9]([C:10]([F:13])([F:12])[F:11])=[CH:8][CH:7]=[CH:6][C:3]=1[CH:4]=O.[H-].[Na+].[SH:16][CH2:17][C:18]([O:20][CH3:21])=[O:19]. (7) Given the product [Cl:1][C:2]1[N:11]=[C:10]([N:20]2[C:21]3[C:17](=[CH:16][C:15]([O:14][CH3:13])=[CH:23][CH:22]=3)[CH:18]=[CH:19]2)[C:9]2[C:4](=[CH:5][CH:6]=[CH:7][CH:8]=2)[N:3]=1, predict the reactants needed to synthesize it. The reactants are: [Cl:1][C:2]1[N:11]=[C:10](Cl)[C:9]2[C:4](=[CH:5][CH:6]=[CH:7][CH:8]=2)[N:3]=1.[CH3:13][O:14][C:15]1[CH:16]=[C:17]2[C:21](=[CH:22][CH:23]=1)[NH:20][CH:19]=[CH:18]2. (8) Given the product [Cl:9][C:10]1[CH:11]=[CH:17][C:20]([Cl:39])=[CH:21][C:22]=1[CH2:23][NH2:19].[Cl:9][C:10]1[CH:15]=[CH:14][C:13]([I:16])=[CH:12][C:11]=1[CH2:17][NH2:8], predict the reactants needed to synthesize it. The reactants are: C([NH2:8])C1C=CC=CC=1.[Cl:9][C:10]1[CH:15]=[CH:14][C:13]([I:16])=[CH:12][C:11]=1[CH3:17].Br[N:19]1[C:23](=O)[CH2:22][CH2:21][C:20]1=O.C1(=O)NC(=O)C2=CC=CC=C12.[K].C(Cl)(Cl)(Cl)[Cl:39].